This data is from Full USPTO retrosynthesis dataset with 1.9M reactions from patents (1976-2016). The task is: Predict the reactants needed to synthesize the given product. (1) Given the product [Cl:1][C:2]1[CH:7]=[CH:6][C:5]([NH:8][S:23]([C:26]([F:29])([F:28])[F:27])(=[O:24])=[O:22])=[C:4]([C:9]2[CH:13]=[C:12]([C:14]3[CH:19]=[CH:18][C:17]([Cl:20])=[CH:16][C:15]=3[Cl:21])[O:11][N:10]=2)[CH:3]=1, predict the reactants needed to synthesize it. The reactants are: [Cl:1][C:2]1[CH:7]=[CH:6][C:5]([NH2:8])=[C:4]([C:9]2[CH:13]=[C:12]([C:14]3[CH:19]=[CH:18][C:17]([Cl:20])=[CH:16][C:15]=3[Cl:21])[O:11][N:10]=2)[CH:3]=1.[O:22](S(C(F)(F)F)(=O)=O)[S:23]([C:26]([F:29])([F:28])[F:27])(=O)=[O:24]. (2) Given the product [CH2:1]([O:3][C:4]([C:6]1[C:7]([C:14]2[CH:15]=[CH:16][N:17]=[CH:18][CH:19]=2)=[N:8][N:9]([C:25]2[CH:26]=[CH:27][CH:28]=[C:23]([O:22][C:21]([F:20])([F:32])[F:33])[CH:24]=2)[C:10]=1[CH:11]1[CH2:12][CH2:13]1)=[O:5])[CH3:2], predict the reactants needed to synthesize it. The reactants are: [CH2:1]([O:3][C:4]([C:6]1[C:7]([C:14]2[CH:19]=[CH:18][N:17]=[CH:16][CH:15]=2)=[N:8][NH:9][C:10]=1[CH:11]1[CH2:13][CH2:12]1)=[O:5])[CH3:2].[F:20][C:21]([F:33])([F:32])[O:22][C:23]1[CH:24]=[C:25](B(O)O)[CH:26]=[CH:27][CH:28]=1. (3) Given the product [CH3:24][N:21]1[CH2:22][CH2:23][N:18]([C:15]2[CH:16]=[CH:17][C:12]([NH:11][C:8]3[N:7]=[CH:6][C:5]4=[CH:4][CH:3]=[C:2]([B:28]5[O:29][C:30]([CH3:32])([CH3:31])[C:26]([CH3:42])([CH3:25])[O:27]5)[N:10]4[N:9]=3)=[CH:13][CH:14]=2)[CH2:19][CH2:20]1, predict the reactants needed to synthesize it. The reactants are: Br[C:2]1[N:10]2[C:5]([CH:6]=[N:7][C:8]([NH:11][C:12]3[CH:17]=[CH:16][C:15]([N:18]4[CH2:23][CH2:22][N:21]([CH3:24])[CH2:20][CH2:19]4)=[CH:14][CH:13]=3)=[N:9]2)=[CH:4][CH:3]=1.[CH3:25][C:26]1([CH3:42])[C:30]([CH3:32])([CH3:31])[O:29][B:28]([B:28]2[O:29][C:30]([CH3:32])([CH3:31])[C:26]([CH3:42])([CH3:25])[O:27]2)[O:27]1.C([O-])(=O)C.[K+]. (4) The reactants are: [OH:1][C@H:2]1[CH2:6][N:5]([C:7]([O:9][CH2:10][C:11]2[CH:16]=[CH:15][CH:14]=[CH:13][CH:12]=2)=[O:8])[C@@H:4]([C:17](OC)=[O:18])[CH2:3]1.[Li+].[Cl-].[BH4-].[Na+].Cl. Given the product [OH:1][C@H:2]1[CH2:6][N:5]([C:7]([O:9][CH2:10][C:11]2[CH:12]=[CH:13][CH:14]=[CH:15][CH:16]=2)=[O:8])[C@@H:4]([CH2:17][OH:18])[CH2:3]1, predict the reactants needed to synthesize it. (5) Given the product [CH:1]1([C:4]2[CH:5]=[C:6]([C:18]([NH:21][CH2:22][C:23]3[C:24](=[O:31])[NH:25][C:26]([CH3:30])=[CH:27][C:28]=3[CH3:29])=[O:19])[C:7]3[C:12]([CH3:13])=[N:11][N:10]([C:14]([CH3:16])([CH3:17])[CH3:15])[C:8]=3[N:9]=2)[CH2:2][CH2:3]1, predict the reactants needed to synthesize it. The reactants are: [CH:1]1([C:4]2[CH:5]=[C:6]([C:18](O)=[O:19])[C:7]3[C:12]([CH3:13])=[N:11][N:10]([C:14]([CH3:17])([CH3:16])[CH3:15])[C:8]=3[N:9]=2)[CH2:3][CH2:2]1.[NH2:21][CH2:22][C:23]1[C:24](=[O:31])[NH:25][C:26]([CH3:30])=[CH:27][C:28]=1[CH3:29].ON1C2N=CC=CC=2N=N1.C(Cl)CCl.CN1CCOCC1. (6) Given the product [NH2:1][C:2]1[N:3]=[CH:4][C:5]([C:12]2[CH:13]=[CH:14][C:15]([C:16]([N:18]([CH3:19])[CH3:20])=[O:17])=[CH:21][CH:22]=2)=[N:6][C:7]=1[C:8]1[O:9][C:24]([NH:23][CH2:26][C:27]2[CH:32]=[CH:31][CH:30]=[CH:29][CH:28]=2)=[N:11][N:10]=1, predict the reactants needed to synthesize it. The reactants are: [NH2:1][C:2]1[N:3]=[CH:4][C:5]([C:12]2[CH:22]=[CH:21][C:15]([C:16]([N:18]([CH3:20])[CH3:19])=[O:17])=[CH:14][CH:13]=2)=[N:6][C:7]=1[C:8]([NH:10][NH2:11])=[O:9].[N:23]([CH2:26][C:27]1[CH:32]=[CH:31][CH:30]=[CH:29][CH:28]=1)=[C:24]=S.C(Cl)CCl. (7) Given the product [Br:1][C:2]1[CH:3]=[CH:4][C:5]([F:20])=[C:6]([C@@:8]([NH:13][S@@:14]([C:16]([CH3:19])([CH3:18])[CH3:17])=[O:15])([CH2:10][CH:11]=[O:12])[CH3:9])[CH:7]=1, predict the reactants needed to synthesize it. The reactants are: [Br:1][C:2]1[CH:3]=[CH:4][C:5]([F:20])=[C:6]([C@@:8]([NH:13][S@@:14]([C:16]([CH3:19])([CH3:18])[CH3:17])=[O:15])([CH2:10][CH2:11][OH:12])[CH3:9])[CH:7]=1.CC(OI1(OC(C)=O)(OC(C)=O)OC(=O)C2C1=CC=CC=2)=O.